This data is from Catalyst prediction with 721,799 reactions and 888 catalyst types from USPTO. The task is: Predict which catalyst facilitates the given reaction. (1) Reactant: CCN(CC)CC.[CH2:8]([NH2:15])[C:9]1[CH:14]=[CH:13][CH:12]=[CH:11][CH:10]=1.Br[CH2:17][C:18]([C:20]1[CH:25]=[CH:24][C:23]([O:26][CH3:27])=[CH:22][CH:21]=1)=[O:19]. Product: [CH2:8]([NH:15][CH2:17][C:18]([C:20]1[CH:25]=[CH:24][C:23]([O:26][CH3:27])=[CH:22][CH:21]=1)=[O:19])[C:9]1[CH:14]=[CH:13][CH:12]=[CH:11][CH:10]=1. The catalyst class is: 1. (2) Reactant: [Cl:1][C:2]1[CH:7]=[C:6]([C:8]([OH:11])([CH3:10])[CH3:9])[CH:5]=[C:4]([Cl:12])[C:3]=1[NH:13][C:14]1[C:23]2[CH:24]=[CH:25][NH:26][C:27](=[O:28])[C:22]=2[C:21]2[C:16](=[CH:17][CH:18]=[N:19][CH:20]=2)[N:15]=1.C1C=C(Cl)C=C(C(OO)=[O:37])C=1.S([O-])([O-])=O.[Na+].[Na+].C([O-])(O)=O.[Na+]. Product: [Cl:12][C:4]1[CH:5]=[C:6]([C:8]([OH:11])([CH3:10])[CH3:9])[CH:7]=[C:2]([Cl:1])[C:3]=1[NH:13][C:14]1[C:23]2[CH:24]=[CH:25][NH:26][C:27](=[O:28])[C:22]=2[C:21]2[C:16](=[CH:17][CH:18]=[N+:19]([O-:37])[CH:20]=2)[N:15]=1. The catalyst class is: 2. (3) Reactant: [CH2:1]1[CH:6]([NH:7][CH2:8][C:9]2[C:14]([NH2:15])=[C:13]([Br:16])[CH:12]=[C:11]([Br:17])[CH:10]=2)[CH2:5][CH2:4][CH:3]([OH:18])[CH2:2]1.[N:19]1([C:30](=[O:31])[C:29]2[N:28]([CH2:32][C:33]([OH:35])=[O:34])[CH:27]=[N:26][C:25]=2[N:23]([CH3:24])[C:21]1=[O:22])[CH3:20]. Product: [CH3:24][N:23]1[C:21](=[O:22])[N:19]([CH3:20])[C:30](=[O:31])[C:29]2[N:28]([CH2:32][C:33]([OH:35])=[O:34])[CH:27]=[N:26][C:25]1=2.[CH2:5]1[CH:6]([NH:7][CH2:8][C:9]2[C:14]([NH2:15])=[C:13]([Br:16])[CH:12]=[C:11]([Br:17])[CH:10]=2)[CH2:1][CH2:2][CH:3]([OH:18])[CH2:4]1. The catalyst class is: 53. (4) Reactant: [CH2:1]([O:3][C:4](=[O:31])[CH:5]([C:24]1[CH:25]=[N:26][C:27](C)=[N:28][CH:29]=1)[CH2:6][CH2:7][CH2:8][CH2:9][CH2:10][CH2:11][CH2:12][C:13]1[C:22](Br)=[CH:21][C:20]2[CH2:19][CH2:18][CH2:17][NH:16][C:15]=2[N:14]=1)[CH3:2].[CH2:32]([OH:34])C. Product: [CH2:1]([O:3][C:4](=[O:31])[CH:5]([C:24]1[CH:25]=[N:26][C:27]([O:34][CH3:32])=[N:28][CH:29]=1)[CH2:6][CH2:7][CH2:8][CH2:9][CH2:10][CH2:11][CH2:12][C:13]1[CH:22]=[CH:21][C:20]2[CH2:19][CH2:18][CH2:17][NH:16][C:15]=2[N:14]=1)[CH3:2]. The catalyst class is: 181. (5) Reactant: Br[C:2]1[C:12]2[CH2:11][CH2:10][N:9]([C:13](=[O:18])[C:14]([F:17])([F:16])[F:15])[CH2:8][CH:7]([CH3:19])[C:6]=2[NH:5][C:4](=[O:20])[CH:3]=1. Product: [CH3:19][CH:7]1[C:6]2[NH:5][C:4](=[O:20])[CH:3]=[CH:2][C:12]=2[CH2:11][CH2:10][N:9]([C:13](=[O:18])[C:14]([F:17])([F:16])[F:15])[CH2:8]1. The catalyst class is: 256. (6) Reactant: [C:1]([C:5]1[NH:6][C:7]([C:25]2[CH:30]=[CH:29][C:28]([F:31])=[CH:27][CH:26]=2)=[C:8]([C:10]2[N:15]=[C:14]3[N:16]([CH2:20][C:21]([CH3:24])([CH3:23])[CH3:22])[C:17]([NH2:19])=[N:18][C:13]3=[CH:12][CH:11]=2)[N:9]=1)([CH3:4])([CH3:3])[CH3:2].[ClH:32]. Product: [ClH:32].[ClH:32].[C:1]([C:5]1[NH:6][C:7]([C:25]2[CH:26]=[CH:27][C:28]([F:31])=[CH:29][CH:30]=2)=[C:8]([C:10]2[N:15]=[C:14]3[N:16]([CH2:20][C:21]([CH3:24])([CH3:23])[CH3:22])[C:17]([NH2:19])=[N:18][C:13]3=[CH:12][CH:11]=2)[N:9]=1)([CH3:2])([CH3:3])[CH3:4]. The catalyst class is: 21. (7) Reactant: [Cl:1][C:2]1[CH:3]=[C:4]2[CH:10]=[CH:9][N:8]([Si](C(C)C)(C(C)C)C(C)C)[C:5]2=[N:6][CH:7]=1.[F-].C([N+](CCCC)(CCCC)CCCC)CCC. Product: [Cl:1][C:2]1[CH:3]=[C:4]2[CH:10]=[CH:9][NH:8][C:5]2=[N:6][CH:7]=1. The catalyst class is: 7. (8) Product: [Cl:22][C:23]1[CH:24]=[CH:25][C:26]([O:33][CH3:34])=[C:27]([S:29]([NH:1][C@H:2]2[CH2:6][N:5]([C:7]([O:9][C:10]([CH3:13])([CH3:12])[CH3:11])=[O:8])[C@@H:4]([CH3:14])[CH2:3]2)(=[O:30])=[O:31])[CH:28]=1. Reactant: [NH2:1][C@H:2]1[CH2:6][N:5]([C:7]([O:9][C:10]([CH3:13])([CH3:12])[CH3:11])=[O:8])[C@@H:4]([CH3:14])[CH2:3]1.C(N(CC)CC)C.[Cl:22][C:23]1[CH:24]=[CH:25][C:26]([O:33][CH3:34])=[C:27]([S:29](Cl)(=[O:31])=[O:30])[CH:28]=1.O. The catalyst class is: 2. (9) Product: [N:18]1[CH:19]=[CH:20][C:15]([CH:14]([C:21]2[CH:26]=[CH:25][N:24]=[CH:23][CH:22]=2)[CH2:13][NH:12][C:10]2[C:9]3[C:4](=[CH:5][CH:6]=[CH:7][CH:8]=3)[N:3]=[C:2]([C:35]3[CH:34]=[CH:33][C:32]([NH:31][S:28]([CH3:27])(=[O:29])=[O:30])=[CH:37][CH:36]=3)[N:11]=2)=[CH:16][CH:17]=1. Reactant: Cl[C:2]1[N:11]=[C:10]([NH:12][CH2:13][CH:14]([C:21]2[CH:26]=[CH:25][N:24]=[CH:23][CH:22]=2)[C:15]2[CH:20]=[CH:19][N:18]=[CH:17][CH:16]=2)[C:9]2[C:4](=[CH:5][CH:6]=[CH:7][CH:8]=2)[N:3]=1.[CH3:27][S:28]([NH:31][C:32]1[CH:37]=[CH:36][C:35](B(O)O)=[CH:34][CH:33]=1)(=[O:30])=[O:29].C1(C(C2C=CC=CN=2)CNC2C3C(=CC=CC=3)N=C(C3C=CC(NS(C)(=O)=O)=CC=3)N=2)C=CC=CC=1. The catalyst class is: 147. (10) Reactant: Cl[C:2]1[N:7]=[C:6]([NH:8][C:9]2[CH:14]=[CH:13][C:12]3[O:15][CH2:16][CH2:17][O:18][C:11]=3[CH:10]=2)[C:5]([F:19])=[CH:4][N:3]=1.C(N(CC)C(C)C)(C)C.[CH2:29]([O:35][C:36]1[CH:42]=[CH:41][C:39]([NH2:40])=[CH:38][CH:37]=1)[CH2:30][CH2:31][CH2:32][CH2:33][CH3:34]. Product: [CH2:17]1[CH2:16][O:15][C:12]2[CH:13]=[CH:14][C:9]([NH:8][C:6]3[C:5]([F:19])=[CH:4][N:3]=[C:2]([NH:40][C:39]4[CH:38]=[CH:37][C:36]([O:35][CH2:29][CH2:30][CH2:31][CH2:32][CH2:33][CH3:34])=[CH:42][CH:41]=4)[N:7]=3)=[CH:10][C:11]=2[O:18]1. The catalyst class is: 196.